This data is from Peptide-MHC class I binding affinity with 185,985 pairs from IEDB/IMGT. The task is: Regression. Given a peptide amino acid sequence and an MHC pseudo amino acid sequence, predict their binding affinity value. This is MHC class I binding data. (1) The peptide sequence is ILMDSIFVST. The MHC is HLA-B54:01 with pseudo-sequence HLA-B54:01. The binding affinity (normalized) is 0.128. (2) The peptide sequence is STFVSAARQG. The MHC is HLA-B44:03 with pseudo-sequence HLA-B44:03. The binding affinity (normalized) is 0.448.